The task is: Regression. Given a peptide amino acid sequence and an MHC pseudo amino acid sequence, predict their binding affinity value. This is MHC class II binding data.. This data is from Peptide-MHC class II binding affinity with 134,281 pairs from IEDB. (1) The peptide sequence is EKKYFAATQNEPLAA. The MHC is DRB1_0701 with pseudo-sequence DRB1_0701. The binding affinity (normalized) is 0.848. (2) The peptide sequence is ALTEALRVIAGAFEV. The MHC is DRB1_1501 with pseudo-sequence DRB1_1501. The binding affinity (normalized) is 0.539. (3) The peptide sequence is YFPPPAAKEDFLGCL. The binding affinity (normalized) is 0.0446. The MHC is DRB1_0401 with pseudo-sequence DRB1_0401. (4) The peptide sequence is KLIGGIGGFIKVRQYDQIPI. The MHC is HLA-DQA10501-DQB10301 with pseudo-sequence HLA-DQA10501-DQB10301. The binding affinity (normalized) is 0.297. (5) The peptide sequence is LFFNHHKVMLLGHDD. The MHC is HLA-DPA10201-DPB10501 with pseudo-sequence HLA-DPA10201-DPB10501. The binding affinity (normalized) is 0.257.